This data is from Catalyst prediction with 721,799 reactions and 888 catalyst types from USPTO. The task is: Predict which catalyst facilitates the given reaction. (1) Reactant: [Cl:1][C:2]1[CH:3]=[CH:4][C:5]2[N:6]([CH:8]=[CH:9][N:10]=2)[N:7]=1.[I:11]N1C(=O)CCC1=O. Product: [Cl:1][C:2]1[CH:3]=[CH:4][C:5]2[N:6]([C:8]([I:11])=[CH:9][N:10]=2)[N:7]=1. The catalyst class is: 146. (2) Reactant: [F:1][C:2]([F:9])([F:8])[C:3]1[CH:7]=[CH:6][NH:5][N:4]=1.Cl[C:11]1[C:16]([Cl:17])=[CH:15][CH:14]=[CH:13][N:12]=1.C(=O)([O-])[O-].[K+].[K+].CN(C)C=O. Product: [Cl:17][C:16]1[C:11]([N:5]2[CH:6]=[CH:7][C:3]([C:2]([F:9])([F:8])[F:1])=[N:4]2)=[N:12][CH:13]=[CH:14][CH:15]=1. The catalyst class is: 6. (3) Reactant: [NH2:1][C:2]1[S:3][C:4]([CH2:11][CH3:12])=[CH:5][C:6]=1[C:7]([O:9]C)=O.ClC(Cl)(O[C:17](=[O:23])OC(Cl)(Cl)Cl)Cl.C(N(CC)CC)C.[NH2:32][C:33]1[CH:38]=[CH:37][CH:36]=[CH:35][CH:34]=1. Product: [CH2:11]([C:4]1[S:3][C:2]2[NH:1][C:17](=[O:23])[N:32]([C:33]3[CH:38]=[CH:37][CH:36]=[CH:35][CH:34]=3)[C:7](=[O:9])[C:6]=2[CH:5]=1)[CH3:12]. The catalyst class is: 2. (4) Reactant: [Cl:1][C:2]1[CH:7]=[CH:6][C:5]([C:8]2[C:12]3[CH2:13][N:14]([S:17]([CH3:20])(=[O:19])=[O:18])[CH2:15][CH2:16][C:11]=3[N:10]([CH2:21][CH2:22][CH2:23][N:24]3[CH2:29][CH2:28][O:27][CH2:26][CH2:25]3)[N:9]=2)=[CH:4][C:3]=1[C:30]#[C:31][C:32]1[CH:41]=[C:40]2[C:35]([CH2:36][C@@H:37]([C:49]([O:51][CH3:52])=[O:50])[N:38](C(OC(C)(C)C)=O)[CH2:39]2)=[CH:34][CH:33]=1.C(O)(C(F)(F)F)=O. Product: [Cl:1][C:2]1[CH:7]=[CH:6][C:5]([C:8]2[C:12]3[CH2:13][N:14]([S:17]([CH3:20])(=[O:18])=[O:19])[CH2:15][CH2:16][C:11]=3[N:10]([CH2:21][CH2:22][CH2:23][N:24]3[CH2:25][CH2:26][O:27][CH2:28][CH2:29]3)[N:9]=2)=[CH:4][C:3]=1[C:30]#[C:31][C:32]1[CH:41]=[C:40]2[C:35]([CH2:36][C@@H:37]([C:49]([O:51][CH3:52])=[O:50])[NH:38][CH2:39]2)=[CH:34][CH:33]=1. The catalyst class is: 2. (5) Reactant: [Br:1][C:2]1[CH:3]=[C:4]([CH:8]=[C:9]([F:13])[C:10]=1[O:11][CH3:12])[C:5]([OH:7])=O.F[P-](F)(F)(F)(F)F.N1(OC(N(C)C)=[N+](C)C)C2N=CC=CC=2N=N1.Cl.[CH3:39][O:40][C:41]([C:43]1([NH2:52])[CH2:51][C:50]2[C:45](=[CH:46][CH:47]=[CH:48][CH:49]=2)[CH2:44]1)=[O:42]. Product: [CH3:39][O:40][C:41]([C:43]1([NH:52][C:5](=[O:7])[C:4]2[CH:8]=[C:9]([F:13])[C:10]([O:11][CH3:12])=[C:2]([Br:1])[CH:3]=2)[CH2:51][C:50]2[C:45](=[CH:46][CH:47]=[CH:48][CH:49]=2)[CH2:44]1)=[O:42]. The catalyst class is: 3. (6) Reactant: C(O[C:6]([NH:8][C@H:9]1[CH2:14][CH2:13][C@@H:12]([C:15]([O:17][CH3:18])=[O:16])[CH2:11][C@H:10]1[NH:19][C:20]([C:22]1[S:23][C:24]2[CH2:25][N:26]([CH3:31])[CH2:27][CH2:28][C:29]=2[N:30]=1)=[O:21])=[O:7])(C)(C)C.[ClH:32].[F:33][C:34]1[CH:35]=[C:36]2[C:40](=[CH:41][CH:42]=1)[NH:39][C:38](C(O)=O)=[CH:37]2. Product: [ClH:32].[F:33][C:34]1[CH:35]=[C:36]2[C:40](=[CH:41][CH:42]=1)[NH:39][C:38]([C:6]([NH:8][C@H:9]1[CH2:14][CH2:13][C@@H:12]([C:15]([O:17][CH3:18])=[O:16])[CH2:11][C@H:10]1[NH:19][C:20]([C:22]1[S:23][C:24]3[CH2:25][N:26]([CH3:31])[CH2:27][CH2:28][C:29]=3[N:30]=1)=[O:21])=[O:7])=[CH:37]2. The catalyst class is: 12.